Dataset: Reaction yield outcomes from USPTO patents with 853,638 reactions. Task: Predict the reaction yield, written as a fraction of the theoretical maximum amount of product (1.0 means a 100% yield; for example, 0.34 means a 34% yield). (1) The reactants are [NH2:1][C:2]1[N:3]=[CH:4][C:5]([C:8]2[CH:13]=[CH:12][C:11]([C:14]3[CH:19]=[CH:18][CH:17]=[CH:16][C:15]=3[CH2:20]O)=[CH:10][C:9]=2[F:22])=[N:6][CH:7]=1.O=S(Cl)[Cl:25]. The catalyst is C(Cl)Cl. The product is [Cl:25][CH2:20][C:15]1[C:14]([C:11]2[CH:12]=[CH:13][C:8]([C:5]3[N:6]=[CH:7][C:2]([NH2:1])=[N:3][CH:4]=3)=[C:9]([F:22])[CH:10]=2)=[CH:19][CH:18]=[CH:17][CH:16]=1. The yield is 0.980. (2) The reactants are [CH:1]([NH:4][CH2:5][C:6]1[CH:11]=[CH:10][CH:9]=[CH:8][C:7]=1[N+:12]([O-:14])=[O:13])([CH3:3])[CH3:2].C(N(CC)C(C)C)(C)C.[C:24](O[C:24]([O:26][C:27]([CH3:30])([CH3:29])[CH3:28])=[O:25])([O:26][C:27]([CH3:30])([CH3:29])[CH3:28])=[O:25]. The catalyst is O1CCCC1. The product is [C:27]([O:26][C:24](=[O:25])[N:4]([CH:1]([CH3:3])[CH3:2])[CH2:5][C:6]1[CH:11]=[CH:10][CH:9]=[CH:8][C:7]=1[N+:12]([O-:14])=[O:13])([CH3:30])([CH3:29])[CH3:28]. The yield is 0.940. (3) The reactants are [Cl:1][C:2]1[CH:34]=[CH:33][C:5]([CH2:6][N:7]2[C:15]3[C:14](=[O:16])[N:13]([CH2:17][CH2:18][CH2:19][O:20][CH:21]4[CH2:26][CH2:25][CH2:24][CH2:23][O:22]4)[C:12](=[O:27])[N:11]([CH3:28])[C:10]=3[N:9]=[C:8]2[CH2:29][CH2:30][CH2:31][OH:32])=[CH:4][CH:3]=1.[H-].[Na+].I[CH2:38][CH3:39]. The catalyst is CN(C=O)C. The product is [Cl:1][C:2]1[CH:3]=[CH:4][C:5]([CH2:6][N:7]2[C:15]3[C:14](=[O:16])[N:13]([CH2:17][CH2:18][CH2:19][O:20][CH:21]4[CH2:26][CH2:25][CH2:24][CH2:23][O:22]4)[C:12](=[O:27])[N:11]([CH3:28])[C:10]=3[N:9]=[C:8]2[CH2:29][CH2:30][CH2:31][O:32][CH2:38][CH3:39])=[CH:33][CH:34]=1. The yield is 0.906. (4) The reactants are [Br:1][C:2]1[CH:3]=[C:4]([CH:7]=[CH:8][C:9]=1F)[CH:5]=[O:6].[C:11]1([OH:17])[CH:16]=[CH:15][CH:14]=[CH:13][CH:12]=1.C(=O)([O-])[O-].[K+].[K+].O. The catalyst is CN(C)C=O. The product is [Br:1][C:2]1[CH:3]=[C:4]([CH:7]=[CH:8][C:9]=1[O:17][C:11]1[CH:16]=[CH:15][CH:14]=[CH:13][CH:12]=1)[CH:5]=[O:6]. The yield is 0.820. (5) The reactants are Cl[C:2]1[CH:7]=[CH:6][C:5]([N+:8]([O-:10])=[O:9])=[CH:4][C:3]=1[Cl:11].[Cl:12][C:13]1[CH:20]=[CH:19][C:16]([CH2:17][OH:18])=[CH:15][CH:14]=1.C(=O)([O-])[O-].[K+].[K+]. The catalyst is CN(C)C(=O)C. The product is [Cl:11][C:3]1[CH:4]=[C:5]([N+:8]([O-:10])=[O:9])[CH:6]=[CH:7][C:2]=1[O:18][CH2:17][C:16]1[CH:19]=[CH:20][C:13]([Cl:12])=[CH:14][CH:15]=1. The yield is 0.469.